This data is from Catalyst prediction with 721,799 reactions and 888 catalyst types from USPTO. The task is: Predict which catalyst facilitates the given reaction. (1) Reactant: [Cl:1][C:2]1[CH:3]=[C:4]([N:13]2[C:21]3[C:16](=[CH:17][C:18]4[C:24]([NH2:25])=[N:23][O:22][C:19]=4[CH:20]=3)[C:15]([CH3:26])=[CH:14]2)[CH:5]=[N:6][C:7]=1[O:8][CH2:9][CH:10]([CH3:12])[CH3:11].[CH:27]1([S:30](Cl)(=[O:32])=[O:31])[CH2:29][CH2:28]1. Product: [Cl:1][C:2]1[CH:3]=[C:4]([N:13]2[C:21]3[C:16](=[CH:17][C:18]4[C:24]([NH:25][S:30]([CH:27]5[CH2:29][CH2:28]5)(=[O:32])=[O:31])=[N:23][O:22][C:19]=4[CH:20]=3)[C:15]([CH3:26])=[CH:14]2)[CH:5]=[N:6][C:7]=1[O:8][CH2:9][CH:10]([CH3:12])[CH3:11]. The catalyst class is: 383. (2) The catalyst class is: 8. Product: [CH3:38][N:2]([CH3:1])[C:3](=[O:37])[CH2:4][CH2:5][C@H:6]([C@@H:8]1[C@:25]2([CH3:26])[C:11]([C:12]3[CH2:13][CH2:14][C@@H:15]4[C@:20]([C:22]=3[CH2:23][CH2:24]2)([CH3:21])[CH2:19][CH2:18][C@H:17]([OH:27])[C:16]4([CH3:36])[CH3:35])=[CH:10][CH2:9]1)[CH3:7]. Reactant: [CH3:1][N:2]([CH3:38])[C:3](=[O:37])[CH2:4][CH2:5][C@H:6]([C@@H:8]1[C@:25]2([CH3:26])[C:11]([C:12]3[CH2:13][CH2:14][C@@H:15]4[C@:20]([C:22]=3[CH2:23][CH2:24]2)([CH3:21])[CH2:19][CH2:18][C@H:17]([O:27][Si](C(C)(C)C)(C)C)[C:16]4([CH3:36])[CH3:35])=[CH:10][CH2:9]1)[CH3:7].Cl. (3) The catalyst class is: 3. Product: [Si:16]([O:1][CH2:2][C:3]1[N:4]=[CH:5][NH:6][C:7]=1[CH3:8])([C:19]([CH3:22])([CH3:21])[CH3:20])([CH3:18])[CH3:17]. Reactant: [OH:1][CH2:2][C:3]1[N:4]=[CH:5][NH:6][C:7]=1[CH3:8].C(N(CC)CC)C.[Si:16](Cl)([C:19]([CH3:22])([CH3:21])[CH3:20])([CH3:18])[CH3:17].C(OCC)(=O)C. (4) Reactant: [Br:1][C:2]1[CH:3]=[C:4]([CH3:18])[C:5]2[NH:6][C:7]3[C:12]([S:13][C:14]=2[CH:15]=1)=[CH:11][C:10]([Br:16])=[CH:9][C:8]=3[CH3:17].[CH3:19][C:20]([O:23][C:24](O[C:24]([O:23][C:20]([CH3:22])([CH3:21])[CH3:19])=[O:25])=[O:25])([CH3:22])[CH3:21]. Product: [Br:16][C:10]1[CH:9]=[C:8]([CH3:17])[C:7]2[N:6]([C:24]([O:23][C:20]([CH3:22])([CH3:21])[CH3:19])=[O:25])[C:5]3[C:14]([S:13][C:12]=2[CH:11]=1)=[CH:15][C:2]([Br:1])=[CH:3][C:4]=3[CH3:18]. The catalyst class is: 840. (5) Reactant: [O:1]1[C:6]2[CH:7]=[CH:8][CH:9]=[C:10]([C:11]([OH:13])=O)[C:5]=2[O:4][CH2:3][CH2:2]1.[CH2:14]([O:16][C:17]([C:19]1([NH2:28])[CH2:27][C:26]2[C:21](=[CH:22][CH:23]=[CH:24][CH:25]=2)[CH2:20]1)=[O:18])[CH3:15].CN(C(ON1N=NC2C=CC=NC1=2)=[N+](C)C)C.F[P-](F)(F)(F)(F)F.CCN(C(C)C)C(C)C. Product: [CH2:14]([O:16][C:17]([C:19]1([NH:28][C:11]([C:10]2[C:5]3[O:4][CH2:3][CH2:2][O:1][C:6]=3[CH:7]=[CH:8][CH:9]=2)=[O:13])[CH2:27][C:26]2[C:21](=[CH:22][CH:23]=[CH:24][CH:25]=2)[CH2:20]1)=[O:18])[CH3:15]. The catalyst class is: 3. (6) Reactant: [NH2:1][C:2]1[S:3][C:4]([C:11]2[CH:16]=[CH:15][CH:14]=[CH:13][CH:12]=2)=[C:5]([CH3:10])[C:6]=1[C:7]([NH2:9])=[O:8].[N-:17]=[C:18]=[O:19].[Na+]. The catalyst class is: 86. Product: [NH2:17][C:18]([NH:1][C:2]1[S:3][C:4]([C:11]2[CH:16]=[CH:15][CH:14]=[CH:13][CH:12]=2)=[C:5]([CH3:10])[C:6]=1[C:7]([NH2:9])=[O:8])=[O:19]. (7) Reactant: Cl[CH2:2][CH2:3][C@:4]([C:10]1[CH:15]=[C:14]([N+:16]([O-:18])=[O:17])[CH:13]=[CH:12][C:11]=1[F:19])([CH2:8][CH3:9])[N:5]=[C:6]=[S:7].[NH3:20]. The catalyst class is: 299. Product: [CH2:3]([C@@:4]1([C:10]2[CH:15]=[C:14]([N+:16]([O-:18])=[O:17])[CH:13]=[CH:12][C:11]=2[F:19])[CH2:8][CH2:9][S:7][C:6]([NH2:20])=[N:5]1)[CH3:2]. (8) Reactant: Cl[C:2]1[N:7]=[CH:6][C:5]([C:8]([C:10]2[C:18]3[C:13](=[N:14][CH:15]=[CH:16][CH:17]=3)[NH:12][CH:11]=2)=[O:9])=[CH:4][CH:3]=1.[F:19][C:20]([F:30])([F:29])[C:21]1[CH:28]=[CH:27][C:24]([CH2:25][NH2:26])=[CH:23][CH:22]=1.O1CCCC1.C(P(C(C)(C)C)C1C=CC=CC=1C1C=CC=CC=1)(C)(C)C. Product: [NH:12]1[C:13]2=[N:14][CH:15]=[CH:16][CH:17]=[C:18]2[C:10]([C:8]([C:5]2[CH:6]=[N:7][C:2]([NH:26][CH2:25][C:24]3[CH:23]=[CH:22][C:21]([C:20]([F:19])([F:29])[F:30])=[CH:28][CH:27]=3)=[CH:3][CH:4]=2)=[O:9])=[CH:11]1. The catalyst class is: 713.